From a dataset of CYP2C19 inhibition data for predicting drug metabolism from PubChem BioAssay. Regression/Classification. Given a drug SMILES string, predict its absorption, distribution, metabolism, or excretion properties. Task type varies by dataset: regression for continuous measurements (e.g., permeability, clearance, half-life) or binary classification for categorical outcomes (e.g., BBB penetration, CYP inhibition). Dataset: cyp2c19_veith. (1) The compound is Cc1cc(C)c(O)c(Cc2cccc(Cc3cc(C)cc(C)c3O)c2O)c1. The result is 0 (non-inhibitor). (2) The drug is CC(C)=CCC/C(C)=C/CO/N=C1/C[C@@H](O)[C@@H](O)[C@H]2[C@@H]1CC[C@@H]1C(=O)N(Cc3ccc4c(c3)OCO4)C(=O)[C@H]12. The result is 0 (non-inhibitor). (3) The compound is CN(C)S(=O)(=O)Oc1cccc(C(=O)Nc2ccccc2Cl)c1. The result is 1 (inhibitor).